This data is from NCI-60 drug combinations with 297,098 pairs across 59 cell lines. The task is: Regression. Given two drug SMILES strings and cell line genomic features, predict the synergy score measuring deviation from expected non-interaction effect. (1) Drug 1: CC12CCC3C(C1CCC2O)C(CC4=C3C=CC(=C4)O)CCCCCCCCCS(=O)CCCC(C(F)(F)F)(F)F. Drug 2: CCCCCOC(=O)NC1=NC(=O)N(C=C1F)C2C(C(C(O2)C)O)O. Cell line: BT-549. Synergy scores: CSS=0.0780, Synergy_ZIP=-5.25, Synergy_Bliss=-11.9, Synergy_Loewe=-7.53, Synergy_HSA=-9.70. (2) Drug 1: C1=CN(C(=O)N=C1N)C2C(C(C(O2)CO)O)O.Cl. Drug 2: CC=C1C(=O)NC(C(=O)OC2CC(=O)NC(C(=O)NC(CSSCCC=C2)C(=O)N1)C(C)C)C(C)C. Cell line: BT-549. Synergy scores: CSS=32.7, Synergy_ZIP=-5.55, Synergy_Bliss=0.122, Synergy_Loewe=0.252, Synergy_HSA=2.12. (3) Drug 1: CN(C)N=NC1=C(NC=N1)C(=O)N. Drug 2: CC(C1=C(C=CC(=C1Cl)F)Cl)OC2=C(N=CC(=C2)C3=CN(N=C3)C4CCNCC4)N. Cell line: SNB-19. Synergy scores: CSS=0.604, Synergy_ZIP=-0.444, Synergy_Bliss=-0.988, Synergy_Loewe=-7.88, Synergy_HSA=-2.99. (4) Drug 1: CN1CCC(CC1)COC2=C(C=C3C(=C2)N=CN=C3NC4=C(C=C(C=C4)Br)F)OC. Drug 2: CC1=C(N=C(N=C1N)C(CC(=O)N)NCC(C(=O)N)N)C(=O)NC(C(C2=CN=CN2)OC3C(C(C(C(O3)CO)O)O)OC4C(C(C(C(O4)CO)O)OC(=O)N)O)C(=O)NC(C)C(C(C)C(=O)NC(C(C)O)C(=O)NCCC5=NC(=CS5)C6=NC(=CS6)C(=O)NCCC[S+](C)C)O. Cell line: UACC-257. Synergy scores: CSS=-1.97, Synergy_ZIP=-1.61, Synergy_Bliss=-4.47, Synergy_Loewe=-6.38, Synergy_HSA=-5.46. (5) Drug 1: C1CCC(C(C1)N)N.C(=O)(C(=O)[O-])[O-].[Pt+4]. Drug 2: CC1C(C(CC(O1)OC2CC(CC3=C2C(=C4C(=C3O)C(=O)C5=C(C4=O)C(=CC=C5)OC)O)(C(=O)CO)O)N)O.Cl. Cell line: SF-539. Synergy scores: CSS=43.5, Synergy_ZIP=-5.97, Synergy_Bliss=-6.75, Synergy_Loewe=-19.7, Synergy_HSA=-3.94.